This data is from Reaction yield outcomes from USPTO patents with 853,638 reactions. The task is: Predict the reaction yield, written as a fraction of the theoretical maximum amount of product (1.0 means a 100% yield; for example, 0.34 means a 34% yield). (1) The catalyst is C(Cl)Cl. The reactants are [CH:1](=O)[C:2]1[CH:7]=[CH:6][CH:5]=[CH:4][CH:3]=1.[NH2:9][CH2:10][C:11]1[O:15][N:14]=[C:13]([C:16]2[CH:21]=[CH:20][CH:19]=[CH:18][N:17]=2)[CH:12]=1. The yield is 0.970. The product is [N:17]1[CH:18]=[CH:19][CH:20]=[CH:21][C:16]=1[C:13]1[CH:12]=[C:11]([CH2:10]/[N:9]=[CH:1]/[C:2]2[CH:7]=[CH:6][CH:5]=[CH:4][CH:3]=2)[O:15][N:14]=1. (2) The reactants are Br[C:2]1[C:7]([O:8][CH3:9])=[CH:6][C:5]([CH2:10][O:11][CH3:12])=[CH:4][C:3]=1[O:13][CH3:14].C([Li])CCC.CCCCCC.C[O:27][B:28]([O:31]C)[O:29]C.Cl. The catalyst is O1CCCC1. The product is [CH3:14][O:13][C:3]1[CH:4]=[C:5]([CH2:10][O:11][CH3:12])[CH:6]=[C:7]([O:8][CH3:9])[C:2]=1[O:27][B:28]([OH:31])[OH:29]. The yield is 0.718. (3) The reactants are [CH2:1]([NH:4][C:5]1[N:6]=[C:7](Cl)[C:8]2[CH:13]=[CH:12][N:11]([CH3:14])[C:9]=2[N:10]=1)[CH2:2][CH3:3].C(=O)([O-])[O-].[K+].[K+].[CH3:22][CH:23]([NH2:25])[CH3:24].O. The catalyst is C(O)CCC. The product is [CH2:1]([NH:4][C:5]1[N:6]=[C:7]([NH:25][CH:23]([CH3:24])[CH3:22])[C:8]2[CH:13]=[CH:12][N:11]([CH3:14])[C:9]=2[N:10]=1)[CH2:2][CH3:3]. The yield is 0.750. (4) The reactants are [CH:1]1([CH2:4][CH2:5][NH:6][C:7]([C:9]2[N:10]=[N:11][C:12](Cl)=[CH:13][CH:14]=2)=[O:8])[CH2:3][CH2:2]1.[NH:16]1[CH2:21][CH2:20][NH:19][CH2:18][CH2:17]1. The catalyst is C(#N)C. The product is [CH:1]1([CH2:4][CH2:5][NH:6][C:7]([C:9]2[N:10]=[N:11][C:12]([N:16]3[CH2:21][CH2:20][NH:19][CH2:18][CH2:17]3)=[CH:13][CH:14]=2)=[O:8])[CH2:3][CH2:2]1. The yield is 0.880. (5) The reactants are [CH3:1][O:2][C:3]1[CH:4]=[C:5]2[C:9](=[CH:10][CH:11]=1)[NH:8][C:7](=[O:12])[C:6]2=O.O.NN. The catalyst is O. The product is [CH3:1][O:2][C:3]1[CH:4]=[C:5]2[C:9](=[CH:10][CH:11]=1)[NH:8][C:7](=[O:12])[CH2:6]2. The yield is 0.270. (6) The reactants are [CH:1]1([N:4]2[C:9](=[O:10])[C:8]3[C:11]([O:17][S:18]([C:21]4[CH:26]=[CH:25][C:24]([CH3:27])=[CH:23][CH:22]=4)(=[O:20])=[O:19])=[CH:12][C:13](=[O:16])[N:14]([CH3:15])[C:7]=3[N:6]([C:28]3[CH:33]=[CH:32][CH:31]=[C:30]([N+:34]([O-])=O)[CH:29]=3)[C:5]2=[O:37])[CH2:3][CH2:2]1.C(=O)([O-])O.[Na+]. The catalyst is O1CCCC1. The product is [NH2:34][C:30]1[CH:29]=[C:28]([N:6]2[C:7]3[N:14]([CH3:15])[C:13](=[O:16])[CH:12]=[C:11]([O:17][S:18]([C:21]4[CH:26]=[CH:25][C:24]([CH3:27])=[CH:23][CH:22]=4)(=[O:20])=[O:19])[C:8]=3[C:9](=[O:10])[N:4]([CH:1]3[CH2:2][CH2:3]3)[C:5]2=[O:37])[CH:33]=[CH:32][CH:31]=1. The yield is 0.740.